Dataset: Reaction yield outcomes from USPTO patents with 853,638 reactions. Task: Predict the reaction yield, written as a fraction of the theoretical maximum amount of product (1.0 means a 100% yield; for example, 0.34 means a 34% yield). (1) The reactants are [CH:1](=O)[C:2]1[CH:7]=[CH:6][CH:5]=[CH:4][CH:3]=1.[CH2:9]([O:11][C:12]([C:14]1[CH:15]=[N:16][N:17]([C:19]2[N:23]([CH2:24][O:25][CH2:26][CH2:27][O:28][CH3:29])[C:22]3[CH:30]=[C:31]([Cl:35])[C:32]([NH2:34])=[CH:33][C:21]=3[N:20]=2)[CH:18]=1)=[O:13])[CH3:10].NC1C(Cl)=CC2NC(N3C=C(C(O)=O)C=N3)=NC=2C=1.C(O[BH-](OC(=O)C)OC(=O)C)(=O)C.[Na+]. The catalyst is C1COCC1. The product is [CH2:9]([O:11][C:12]([C:14]1[CH:15]=[N:16][N:17]([C:19]2[N:23]([CH2:24][O:25][CH2:26][CH2:27][O:28][CH3:29])[C:22]3[CH:30]=[C:31]([Cl:35])[C:32]([N:34]=[CH:1][C:2]4[CH:7]=[CH:6][CH:5]=[CH:4][CH:3]=4)=[CH:33][C:21]=3[N:20]=2)[CH:18]=1)=[O:13])[CH3:10]. The yield is 0.780. (2) The reactants are [CH2:1]([O:3][C:4](=[O:31])/[C:5](/[C:17]([CH:19]1[CH2:24][CH2:23][CH:22]([C:25]2[CH:30]=[CH:29][CH:28]=[CH:27][CH:26]=2)[CH2:21][CH2:20]1)=[O:18])=[CH:6]\[C:7]1[CH:12]=[CH:11][CH:10]=[C:9]([C:13]([F:16])([F:15])[F:14])[CH:8]=1)[CH3:2]. The catalyst is C(O)C.[Pd]. The product is [CH2:1]([O:3][C:4](=[O:31])[CH:5]([CH2:6][C:7]1[CH:12]=[CH:11][CH:10]=[C:9]([C:13]([F:15])([F:16])[F:14])[CH:8]=1)[C:17](=[O:18])[CH:19]1[CH2:24][CH2:23][CH:22]([C:25]2[CH:26]=[CH:27][CH:28]=[CH:29][CH:30]=2)[CH2:21][CH2:20]1)[CH3:2]. The yield is 0.700. (3) The reactants are [CH2:1]([O:8][C:9]([N:11]1[CH2:15][CH2:14][CH:13]([S:16](Cl)(=[O:18])=[O:17])[CH2:12]1)=[O:10])[C:2]1[CH:7]=[CH:6][CH:5]=[CH:4][CH:3]=1.[CH3:20][N:21]([CH3:25])[CH2:22][CH2:23][NH2:24].O. The catalyst is C(Cl)Cl. The product is [CH3:20][N:21]([CH3:25])[CH2:22][CH2:23][NH:24][S:16]([CH:13]1[CH2:14][CH2:15][N:11]([C:9]([O:8][CH2:1][C:2]2[CH:7]=[CH:6][CH:5]=[CH:4][CH:3]=2)=[O:10])[CH2:12]1)(=[O:18])=[O:17]. The yield is 0.880. (4) The reactants are [CH3:1][O:2][N:3]=[C:4]1[C:8]2[CH:9]=[CH:10][CH:11]=[CH:12][C:7]=2[O:6][C:5]1=[N:13][OH:14].[H-].[Na+].Br[CH2:18][CH2:19][OH:20].C[O-].[Na+]. The catalyst is CN(C)C=O.O. The product is [CH3:1][O:2][N:3]=[C:4]1[C:8]2[CH:9]=[CH:10][CH:11]=[CH:12][C:7]=2[O:6][C:5]1=[N:13][O:14][CH2:18][CH2:19][OH:20]. The yield is 0.396.